This data is from Full USPTO retrosynthesis dataset with 1.9M reactions from patents (1976-2016). The task is: Predict the reactants needed to synthesize the given product. (1) Given the product [F:3][C:4]1[CH:9]=[C:8]([F:10])[CH:7]=[CH:6][C:5]=1[NH:11][C:12]([NH:14][CH2:15][CH2:16][C:17]1[CH:34]=[CH:33][C:20]([O:21][CH2:22][C:23]2[CH:32]=[CH:31][CH:30]=[CH:29][C:24]=2[C:25]([OH:27])=[O:26])=[CH:19][CH:18]=1)=[O:13], predict the reactants needed to synthesize it. The reactants are: [OH-].[Li+].[F:3][C:4]1[CH:9]=[C:8]([F:10])[CH:7]=[CH:6][C:5]=1[NH:11][C:12]([NH:14][CH2:15][CH2:16][C:17]1[CH:34]=[CH:33][C:20]([O:21][CH2:22][C:23]2[CH:32]=[CH:31][CH:30]=[CH:29][C:24]=2[C:25]([O:27]C)=[O:26])=[CH:19][CH:18]=1)=[O:13]. (2) Given the product [C:12]([S:15][CH2:2][C:3]1[N:8]=[CH:7][C:6]([C:9]#[N:10])=[CH:5][CH:4]=1)([CH3:14])([CH3:13])[CH3:11], predict the reactants needed to synthesize it. The reactants are: Br[CH2:2][C:3]1[N:8]=[CH:7][C:6]([C:9]#[N:10])=[CH:5][CH:4]=1.[CH3:11][C:12]([SH:15])([CH3:14])[CH3:13].C(=O)([O-])[O-].[Cs+].[Cs+].O. (3) Given the product [N:6]1[CH:7]=[CH:8][CH:9]=[CH:10][C:5]=1[N:4]1[C:3]2[CH:11]=[CH:12][C:13]([C:15]([F:18])([F:16])[F:17])=[CH:14][C:2]=2[N:1]=[C:19]1/[CH:20]=[CH:21]/[C:22]1[CH:27]=[CH:26][CH:25]=[CH:24][CH:23]=1, predict the reactants needed to synthesize it. The reactants are: [NH2:1][C:2]1[CH:14]=[C:13]([C:15]([F:18])([F:17])[F:16])[CH:12]=[CH:11][C:3]=1[NH:4][C:5]1[CH:10]=[CH:9][CH:8]=[CH:7][N:6]=1.[C:19](Cl)(=O)/[CH:20]=[CH:21]/[C:22]1[CH:27]=[CH:26][CH:25]=[CH:24][CH:23]=1.N1C=CC=CC=1N1C2C=CC=CC=2N=C1/C=C/C1C=CC=CC=1. (4) Given the product [C:1]1([C@H:7]([NH:9][CH2:11][CH2:12][CH2:13][OH:14])[CH3:8])[CH:6]=[CH:5][CH:4]=[CH:3][CH:2]=1, predict the reactants needed to synthesize it. The reactants are: [C:1]1([C@H:7]([NH2:9])[CH3:8])[CH:6]=[CH:5][CH:4]=[CH:3][CH:2]=1.Cl[CH2:11][CH2:12][CH2:13][OH:14].C(=O)([O-])[O-].[K+].[K+]. (5) Given the product [OH:4][C@H:5]1[CH2:18][C@H:17]2[C@@H:8]([C@@H:9]3[C@@H:14]([CH2:15][CH2:16]2)[CH2:13][C@@:12]2([CH3:24])[C@H:19]([C:22]#[N:23])[CH2:20][CH2:21][C@@H:11]2[CH2:10]3)[CH2:7][CH2:6]1, predict the reactants needed to synthesize it. The reactants are: COC[O:4][C@H:5]1[CH2:18][C@H:17]2[C@@H:8]([C@@H:9]3[C@@H:14]([CH2:15][CH2:16]2)[CH2:13][C@@:12]2([CH3:24])[C@H:19]([C:22]#[N:23])[CH2:20][CH2:21][C@H:11]2[CH2:10]3)[CH2:7][CH2:6]1.COCO[C@H]1C[C@H]2[C@@H]([C@@H]3[C@@H](CC2)C[C@@]2(C)C(OS(C(F)(F)F)(=O)=O)=CC[C@@H]2C3)CC1.Cl. (6) Given the product [Cl:39][C:40]1[CH:45]=[C:44]([CH3:46])[CH:43]=[C:42]([CH3:47])[C:41]=1[NH:48][C:49]([NH:38][C:35]1[CH:36]=[C:37]2[C:32](=[CH:33][CH:34]=1)[NH:31][N:30]=[C:29]2[C:26]1[CH:27]=[CH:28][C:23]([O:22][CH:19]2[CH2:18][CH2:17][N:16]([CH3:15])[CH2:21][CH2:20]2)=[CH:24][CH:25]=1)=[O:50].[C:3]([OH:5])([C:2]([F:7])([F:6])[F:1])=[O:4], predict the reactants needed to synthesize it. The reactants are: [F:1][C:2]([F:7])([F:6])[C:3]([OH:5])=[O:4].FC(F)(F)C(O)=O.[CH3:15][N:16]1[CH2:21][CH2:20][CH:19]([O:22][C:23]2[CH:28]=[CH:27][C:26]([C:29]3[C:37]4[C:32](=[CH:33][CH:34]=[C:35]([NH2:38])[CH:36]=4)[NH:31][N:30]=3)=[CH:25][CH:24]=2)[CH2:18][CH2:17]1.[Cl:39][C:40]1[CH:45]=[C:44]([CH3:46])[CH:43]=[C:42]([CH3:47])[C:41]=1[N:48]=[C:49]=[O:50].CCN(C(C)C)C(C)C.